This data is from Catalyst prediction with 721,799 reactions and 888 catalyst types from USPTO. The task is: Predict which catalyst facilitates the given reaction. (1) Reactant: Cl[C:2]1[CH:7]=[C:6]([C:8]2[CH:13]=[CH:12][C:11]([C:14]([F:17])([F:16])[F:15])=[CH:10][CH:9]=2)[N:5]=[CH:4][N:3]=1.[CH3:18][C:19]1[CH:28]=[N:27][C:26]2[C:25]([OH:29])=[CH:24][CH:23]=[CH:22][C:21]=2[N:20]=1.[H-].[Na+]. Product: [CH3:18][C:19]1[CH:28]=[N:27][C:26]2[C:21](=[CH:22][CH:23]=[CH:24][C:25]=2[O:29][C:2]2[CH:7]=[C:6]([C:8]3[CH:13]=[CH:12][C:11]([C:14]([F:17])([F:16])[F:15])=[CH:10][CH:9]=3)[N:5]=[CH:4][N:3]=2)[N:20]=1. The catalyst class is: 3. (2) Reactant: [C:1]([Cl:6])(=O)[C:2](Cl)=[O:3].[C:7]([C:10]1[CH:34]=[CH:33][C:13]([O:14][CH2:15][C:16]2[CH:21]=[CH:20][C:19]([CH:22]([OH:32])[C:23]3[CH:24]=[C:25]([CH:29]=[CH:30][CH:31]=3)C(O)=O)=[CH:18][CH:17]=2)=[C:12]([Cl:35])[C:11]=1[OH:36])(=[O:9])[CH3:8].[N+](=C)=[N-]. Product: [C:7]([C:10]1[CH:34]=[CH:33][C:13]([O:14][CH2:15][C:16]2[CH:17]=[CH:18][C:19]([CH:22]([OH:32])[C:23]3[CH:31]=[C:30]([C:2](=[O:3])[CH2:1][Cl:6])[CH:29]=[CH:25][CH:24]=3)=[CH:20][CH:21]=2)=[C:12]([Cl:35])[C:11]=1[OH:36])(=[O:9])[CH3:8]. The catalyst class is: 213. (3) Reactant: Cl[C:2]1[CH:7]=[C:6]([CH:8]2[CH2:10][CH2:9]2)[CH:5]=[C:4]([Cl:11])[N:3]=1.CC1(C)C(C)(C)OB([C:20]2[CH:21]=[CH:22][C:23]([N:26]3[CH2:31][CH2:30][O:29][CH2:28][CH2:27]3)=[N:24][CH:25]=2)O1.[Na].C(=O)([O-])[O-]. Product: [Cl:11][C:4]1[N:3]=[C:2]([C:20]2[CH:25]=[N:24][C:23]([N:26]3[CH2:27][CH2:28][O:29][CH2:30][CH2:31]3)=[CH:22][CH:21]=2)[CH:7]=[C:6]([CH:8]2[CH2:10][CH2:9]2)[CH:5]=1. The catalyst class is: 127. (4) Reactant: [CH3:1][C:2]1[CH:3]=[CH:4][C:5]([C:8]2[CH2:12][C@@H:11]([CH:13]=[CH2:14])[C@H:10]([O:15][Si](CC)(CC)CC)[C:9]=2[CH3:23])=[N:6][CH:7]=1.[F-].C([N+](CCCC)(CCCC)CCCC)CCC.O.C(OCC)(=O)C. Product: [CH3:23][C:9]1[C@@H:10]([OH:15])[C@H:11]([CH:13]=[CH2:14])[CH2:12][C:8]=1[C:5]1[CH:4]=[CH:3][C:2]([CH3:1])=[CH:7][N:6]=1. The catalyst class is: 1. (5) Reactant: C[O:2][C:3]([C:5]1[S:6][CH:7]=[C:8]2[NH:12][C:11]([C:13](=[O:24])[NH:14][CH:15]3[CH2:20][CH2:19][N:18]([CH:21]4[CH2:23][CH2:22]4)[CH2:17][CH2:16]3)=[N:10][C:9]=12)=[O:4].Br[CH2:26][C:27]1[CH:31]=[C:30]([C:32]2[S:33][C:34]([Cl:37])=[CH:35][CH:36]=2)[O:29][N:28]=1.CC#N.O. Product: [Cl:37][C:34]1[S:33][C:32]([C:30]2[O:29][N:28]=[C:27]([CH2:26][N:12]3[C:8]4=[CH:7][S:6][C:5]([C:3]([OH:2])=[O:4])=[C:9]4[N:10]=[C:11]3[C:13](=[O:24])[NH:14][CH:15]3[CH2:16][CH2:17][N:18]([CH:21]4[CH2:23][CH2:22]4)[CH2:19][CH2:20]3)[CH:31]=2)=[CH:36][CH:35]=1.[Cl:37][C:34]1[S:33][C:32]([C:30]2[O:29][N:28]=[C:27]([CH2:26][N:10]3[C:9]4=[C:5]([C:3]([OH:2])=[O:4])[S:6][CH:7]=[C:8]4[N:12]=[C:11]3[C:13](=[O:24])[NH:14][CH:15]3[CH2:16][CH2:17][N:18]([CH:21]4[CH2:23][CH2:22]4)[CH2:19][CH2:20]3)[CH:31]=2)=[CH:36][CH:35]=1. The catalyst class is: 106.